From a dataset of Catalyst prediction with 721,799 reactions and 888 catalyst types from USPTO. Predict which catalyst facilitates the given reaction. (1) The catalyst class is: 621. Product: [N+:18]([C:15]1[CH:16]=[CH:17][C:12]2[S:11][N:10]=[C:9]([CH2:3][C:4]([O:6][CH2:7][CH3:8])=[O:5])[C:13]=2[CH:14]=1)([O-:20])=[O:19]. Reactant: C([CH:3]([C:9]1[C:13]2[CH:14]=[C:15]([N+:18]([O-:20])=[O:19])[CH:16]=[CH:17][C:12]=2[S:11][N:10]=1)[C:4]([O:6][CH2:7][CH3:8])=[O:5])#N.C(Cl)(=O)C. (2) Reactant: [CH3:1][C@@H:2]1[CH2:7][N:6]([C:8]2[CH:17]=[CH:16][CH:15]=[C:14]3[C:9]=2[CH:10]=[CH:11][C:12]([CH3:18])=[N:13]3)[CH2:5][CH2:4][N:3]1[CH2:19][CH2:20][C:21]1[CH:30]=[CH:29][CH:28]=[C:27]2[C:22]=1[CH:23]=[CH:24][C:25]1[N:26]2[N:31]=[N:32][C:33]=1[C:34]([O:36]CC)=[O:35].[OH-].[K+]. Product: [CH3:1][C@@H:2]1[CH2:7][N:6]([C:8]2[CH:17]=[CH:16][CH:15]=[C:14]3[C:9]=2[CH:10]=[CH:11][C:12]([CH3:18])=[N:13]3)[CH2:5][CH2:4][N:3]1[CH2:19][CH2:20][C:21]1[CH:30]=[CH:29][CH:28]=[C:27]2[C:22]=1[CH:23]=[CH:24][C:25]1[N:26]2[N:31]=[N:32][C:33]=1[C:34]([O-:36])=[O:35].[NH4+:3]. The catalyst class is: 6. (3) Reactant: [CH2:1]([O:8][C:9]1[CH:10]=[CH:11][C:12]([N+:17]([O-:19])=[O:18])=[C:13]([CH:16]=1)[CH:14]=[O:15])[C:2]1[CH:7]=[CH:6][CH:5]=[CH:4][CH:3]=1.[CH:20]([Mg]Br)=[CH:21][CH3:22]. Product: [CH2:1]([O:8][C:9]1[CH:10]=[CH:11][C:12]([N+:17]([O-:19])=[O:18])=[C:13]([CH:14]([OH:15])[CH:20]=[CH:21][CH3:22])[CH:16]=1)[C:2]1[CH:3]=[CH:4][CH:5]=[CH:6][CH:7]=1. The catalyst class is: 1. (4) Reactant: [CH2:1]([O:3][C:4]([C:6]1([NH:11][C:12]([CH:14]2[CH2:18][CH:17]([O:19][C:20]3[C:29]4[C:24](=[C:25]([CH3:32])[C:26]([O:30][CH3:31])=[CH:27][CH:28]=4)[N:23]=[C:22]([C:33]4[CH:38]=[CH:37][CH:36]=[C:35]([F:39])[CH:34]=4)[N:21]=3)[CH2:16][CH:15]2[C:40]([OH:42])=O)=[O:13])[CH2:8][CH:7]1[CH:9]=[CH2:10])=[O:5])[CH3:2].Cl.[CH2:44]([NH:50][CH3:51])[CH2:45][CH2:46][CH2:47][CH:48]=[CH2:49].CCN(C(C)C)C(C)C.CN(C(ON1N=NC2C=CC=NC1=2)=[N+](C)C)C.F[P-](F)(F)(F)(F)F. Product: [CH2:1]([O:3][C:4]([C:6]1([NH:11][C:12]([CH:14]2[CH2:18][CH:17]([O:19][C:20]3[C:29]4[C:24](=[C:25]([CH3:32])[C:26]([O:30][CH3:31])=[CH:27][CH:28]=4)[N:23]=[C:22]([C:33]4[CH:38]=[CH:37][CH:36]=[C:35]([F:39])[CH:34]=4)[N:21]=3)[CH2:16][CH:15]2[C:40](=[O:42])[N:50]([CH2:44][CH2:45][CH2:46][CH2:47][CH:48]=[CH2:49])[CH3:51])=[O:13])[CH2:8][CH:7]1[CH:9]=[CH2:10])=[O:5])[CH3:2]. The catalyst class is: 3. (5) Reactant: Cl.[N:2]1([C:8]2[N:13]=[CH:12][C:11]([NH:14][C:15]([C:17]3[O:21][C:20]([NH:22][C:23]4[CH:24]=[C:25]([CH:33]=[CH:34][CH:35]=4)[C:26]([O:28]C(C)(C)C)=[O:27])=[N:19][N:18]=3)=[O:16])=[CH:10][CH:9]=2)[CH2:7][CH2:6][O:5][CH2:4][CH2:3]1. Product: [N:2]1([C:8]2[N:13]=[CH:12][C:11]([NH:14][C:15]([C:17]3[O:21][C:20]([NH:22][C:23]4[CH:24]=[C:25]([CH:33]=[CH:34][CH:35]=4)[C:26]([OH:28])=[O:27])=[N:19][N:18]=3)=[O:16])=[CH:10][CH:9]=2)[CH2:7][CH2:6][O:5][CH2:4][CH2:3]1. The catalyst class is: 12.